This data is from Full USPTO retrosynthesis dataset with 1.9M reactions from patents (1976-2016). The task is: Predict the reactants needed to synthesize the given product. (1) The reactants are: Cl.[OH:2][NH2:3].CC([O-])=O.[Na+].[C:9]([CH:17]1[CH2:22][CH2:21][CH2:20][CH2:19][CH2:18]1)(=O)[C:10]1[CH:15]=[CH:14][CH:13]=[CH:12][CH:11]=1. Given the product [C:9](=[N:3][OH:2])([CH:17]1[CH2:22][CH2:21][CH2:20][CH2:19][CH2:18]1)[C:10]1[CH:15]=[CH:14][CH:13]=[CH:12][CH:11]=1, predict the reactants needed to synthesize it. (2) Given the product [CH:1]1([C:4]2[N:8]([CH2:9][C:10]3[C:11]([F:20])=[CH:12][C:13]([O:17][CH2:18][CH3:19])=[CH:14][C:15]=3[F:16])[N:7]=[C:6]([C:21]3[N:26]=[C:25]([NH:27][C:28]4[C:33]([C:34]([NH:40][CH2:41][CH2:42][S:43]([CH3:46])(=[O:45])=[O:44])=[O:36])=[CH:32][N:31]=[CH:30][CH:29]=4)[C:24]([O:37][CH3:38])=[CH:23][N:22]=3)[C:5]=2[CH3:39])[CH2:2][CH2:3]1, predict the reactants needed to synthesize it. The reactants are: [CH:1]1([C:4]2[N:8]([CH2:9][C:10]3[C:15]([F:16])=[CH:14][C:13]([O:17][CH2:18][CH3:19])=[CH:12][C:11]=3[F:20])[N:7]=[C:6]([C:21]3[N:26]=[C:25]([NH:27][C:28]4[C:33]([C:34]([OH:36])=O)=[CH:32][N:31]=[CH:30][CH:29]=4)[C:24]([O:37][CH3:38])=[CH:23][N:22]=3)[C:5]=2[CH3:39])[CH2:3][CH2:2]1.[NH2:40][CH2:41][CH2:42][S:43]([CH3:46])(=[O:45])=[O:44].C(N(CC)C(C)C)(C)C.F[P-](F)(F)(F)(F)F.N1(O[P+](N2CCCC2)(N2CCCC2)N2CCCC2)C2C=CC=CC=2N=N1.